Task: Predict the product of the given reaction.. Dataset: Forward reaction prediction with 1.9M reactions from USPTO patents (1976-2016) (1) Given the reactants [Cl:1][C:2]1[CH:10]=[CH:9][C:5]2[NH:6][N:7]=[N:8][C:4]=2[CH:3]=1.Cl[CH2:12][C:13](=[O:15])[CH3:14].C(=O)([O-])[O-].[K+].[K+].[I-].[K+], predict the reaction product. The product is: [Cl:1][C:2]1[CH:10]=[CH:9][C:5]2[N:6]([CH2:12][C:13](=[O:15])[CH3:14])[N:7]=[N:8][C:4]=2[CH:3]=1.[Cl:1][C:2]1[CH:10]=[CH:9][C:5]2[N:6]=[N:7][N:8]([CH2:12][C:13](=[O:15])[CH3:14])[C:4]=2[CH:3]=1. (2) Given the reactants C([NH:5][S:6]([C:9]1[CH:14]=[CH:13][CH:12]=[C:11]([C:15]2[N:16]=[CH:17][N:18]([C:20]3[N:25]=[C:24]([CH3:26])[CH:23]=[C:22]([C:27]4[CH:32]=[CH:31][C:30]([Cl:33])=[C:29]([Cl:34])[CH:28]=4)[N:21]=3)[CH:19]=2)[CH:10]=1)(=[O:8])=[O:7])(C)(C)C.C(O)(C(F)(F)F)=O, predict the reaction product. The product is: [Cl:34][C:29]1[CH:28]=[C:27]([C:22]2[CH:23]=[C:24]([CH3:26])[N:25]=[C:20]([N:18]3[CH:19]=[C:15]([C:11]4[CH:10]=[C:9]([S:6]([NH2:5])(=[O:8])=[O:7])[CH:14]=[CH:13][CH:12]=4)[N:16]=[CH:17]3)[N:21]=2)[CH:32]=[CH:31][C:30]=1[Cl:33]. (3) Given the reactants [CH2:1]([CH:5]1[CH2:11][CH:10]2[CH2:12][CH:7]([CH:8]=[CH:9]2)[C:6]1=[O:13])[CH2:2][CH2:3][CH3:4].[H][H], predict the reaction product. The product is: [CH2:1]([CH:5]1[CH2:11][CH:10]2[CH2:12][CH:7]([CH2:8][CH2:9]2)[C:6]1=[O:13])[CH2:2][CH2:3][CH3:4]. (4) Given the reactants CS(O[CH2:6][C:7]1([CH2:11][O:12][C:13]2[C:18]([C:19]3[CH:27]=[CH:26][CH:25]=[C:24]4[C:20]=3[CH2:21][CH2:22][C:23]4=[O:28])=[CH:17][CH:16]=[C:15]([O:29][CH3:30])[C:14]=2[O:31][CH3:32])[CH2:10][O:9][CH2:8]1)(=O)=O.[N-:33]=[N+:34]=[N-:35].[Na+], predict the reaction product. The product is: [N:33]([CH2:6][C:7]1([CH2:11][O:12][C:13]2[C:14]([O:31][CH3:32])=[C:15]([O:29][CH3:30])[CH:16]=[CH:17][C:18]=2[C:19]2[CH:27]=[CH:26][CH:25]=[C:24]3[C:20]=2[CH2:21][CH2:22][C:23]3=[O:28])[CH2:10][O:9][CH2:8]1)=[N+:34]=[N-:35].